Dataset: Peptide-MHC class I binding affinity with 185,985 pairs from IEDB/IMGT. Task: Regression. Given a peptide amino acid sequence and an MHC pseudo amino acid sequence, predict their binding affinity value. This is MHC class I binding data. (1) The peptide sequence is PEGPLGQLL. The binding affinity (normalized) is 0.213. The MHC is HLA-B15:01 with pseudo-sequence HLA-B15:01. (2) The peptide sequence is YHDPETAAA. The MHC is HLA-A30:01 with pseudo-sequence HLA-A30:01. The binding affinity (normalized) is 0.213. (3) The peptide sequence is TISWMMKLGI. The MHC is HLA-A02:03 with pseudo-sequence HLA-A02:03. The binding affinity (normalized) is 0.364.